Dataset: Catalyst prediction with 721,799 reactions and 888 catalyst types from USPTO. Task: Predict which catalyst facilitates the given reaction. (1) Reactant: C(O)(=O)C.[CH3:5][O:6][C:7]([C:9]1[N:10]=[CH:11][C:12]([CH:21]=O)=[C:13]2[CH2:18][O:17][C:16]([CH3:20])([CH3:19])[O:15][C:14]=12)=[O:8].[F:23][C:24]1[CH:30]=[CH:29][C:27]([NH2:28])=[CH:26][CH:25]=1.C([BH3-])#N.[Na+]. Product: [F:23][C:24]1[CH:30]=[CH:29][C:27]([NH:28][CH2:21][C:12]2[CH:11]=[N:10][C:9]([C:7]([O:6][CH3:5])=[O:8])=[C:14]3[O:15][C:16]([CH3:19])([CH3:20])[O:17][CH2:18][C:13]=23)=[CH:26][CH:25]=1. The catalyst class is: 5. (2) Reactant: [NH:1]1[CH2:6][CH2:5][NH:4][CH2:3][CH2:2]1.[C:7]([C:9]1[CH:10]=[CH:11][C:12]([O:19][C:20]2[CH:25]=[C:24]([CH3:26])[CH:23]=[C:22]([CH3:27])[CH:21]=2)=[C:13]([S:15](Cl)(=[O:17])=[O:16])[CH:14]=1)#[N:8]. Product: [CH3:26][C:24]1[CH:25]=[C:20]([CH:21]=[C:22]([CH3:27])[CH:23]=1)[O:19][C:12]1[CH:11]=[CH:10][C:9]([C:7]#[N:8])=[CH:14][C:13]=1[S:15]([N:1]1[CH2:6][CH2:5][NH:4][CH2:3][CH2:2]1)(=[O:17])=[O:16]. The catalyst class is: 2. (3) Reactant: [OH:1][C@H:2]1[O:10][C@H:9]([CH2:11][OH:12])[C@@H:7](O)[C@H:5]([OH:6])[C@H:3]1O.[C:13]([O:16][C:17](=[O:19])[CH3:18])(=[O:15])[CH3:14]. Product: [C:13]([O:16][C@H:17]1[O:19][C@H:7]([CH2:5][O:6][C:11](=[O:12])[CH3:9])[C@@H:9]([O:10][C:2](=[O:1])[CH3:3])[C@H:11]([O:12][C:5](=[O:6])[CH3:7])[C@H:18]1[O:10][C:2](=[O:1])[CH3:3])(=[O:15])[CH3:14]. The catalyst class is: 17.